From a dataset of Catalyst prediction with 721,799 reactions and 888 catalyst types from USPTO. Predict which catalyst facilitates the given reaction. (1) Reactant: [NH2:1][C:2]1[CH:7]=[CH:6][C:5]([N:8]2[CH:17]=[CH:16][C:15]3[N:14]=[C:13]([C:18]([OH:20])=[O:19])[CH:12]=[CH:11][C:10]=3[C:9]2=[O:21])=[CH:4][CH:3]=1.Cl.Cl[CH2:24][CH2:25][NH:26][CH2:27][CH2:28]Cl.C(=O)([O-])[O-].[K+].[K+]. Product: [O:21]=[C:9]1[N:8]([C:5]2[CH:6]=[CH:7][C:2]([N:1]3[CH2:28][CH2:27][NH:26][CH2:25][CH2:24]3)=[CH:3][CH:4]=2)[CH:17]=[CH:16][C:15]2[N:14]=[C:13]([C:18]([OH:20])=[O:19])[CH:12]=[CH:11][C:10]1=2. The catalyst class is: 51. (2) Reactant: [Cl:1][C:2]1[CH:10]=[C:9]([F:11])[C:8]([C:12]2[CH:17]=[CH:16][CH:15]=[CH:14][N:13]=2)=[CH:7][C:3]=1[C:4]([OH:6])=O.[NH2:18][C:19]1[N:23]([C:24]2[CH:29]=[CH:28][CH:27]=[CH:26][CH:25]=2)[N:22]=[C:21]([C:30]([O:32][CH2:33][CH3:34])=[O:31])[CH:20]=1.C(N(CC)C(C)C)(C)C.CCCP(=O)=O. Product: [Cl:1][C:2]1[CH:10]=[C:9]([F:11])[C:8]([C:12]2[CH:17]=[CH:16][CH:15]=[CH:14][N:13]=2)=[CH:7][C:3]=1[C:4]([NH:18][C:19]1[N:23]([C:24]2[CH:29]=[CH:28][CH:27]=[CH:26][CH:25]=2)[N:22]=[C:21]([C:30]([O:32][CH2:33][CH3:34])=[O:31])[CH:20]=1)=[O:6]. The catalyst class is: 504. (3) Reactant: CO.[O:3]1[C:8]2[CH:9]=[CH:10][C:11]([CH2:13][N:14]([CH:22]3[CH2:27][CH2:26][N:25]([CH2:28][CH2:29][N:30]4[C:39]5[C:34](=[CH:35][CH:36]=[C:37]([CH3:40])[CH:38]=5)[CH:33]=[CH:32][C:31]4=[O:41])[CH2:24][CH2:23]3)C(=O)OC(C)(C)C)=[CH:12][C:7]=2[O:6][CH2:5][CH2:4]1.[ClH:42].C(OCC)(=O)C. Product: [ClH:42].[O:3]1[C:8]2[CH:9]=[CH:10][C:11]([CH2:13][NH:14][CH:22]3[CH2:23][CH2:24][N:25]([CH2:28][CH2:29][N:30]4[C:39]5[C:34](=[CH:35][CH:36]=[C:37]([CH3:40])[CH:38]=5)[CH:33]=[CH:32][C:31]4=[O:41])[CH2:26][CH2:27]3)=[CH:12][C:7]=2[O:6][CH2:5][CH2:4]1. The catalyst class is: 13.